Dataset: Catalyst prediction with 721,799 reactions and 888 catalyst types from USPTO. Task: Predict which catalyst facilitates the given reaction. (1) Reactant: [C:1]([O:5][C:6]([N:8]1[CH2:12][C@H:11]([O:13][C:14]2[C:23]3[C:18](=[CH:19][C:20]([O:24][CH3:25])=[CH:21][CH:22]=3)[N:17]=[C:16]([N:26]3[CH:30]=[CH:29][CH:28]=[N:27]3)[CH:15]=2)[CH2:10][C@H:9]1[C:31](O)=[O:32])=[O:7])([CH3:4])([CH3:3])[CH3:2].F[P-](F)(F)(F)(F)F.N1(OC(N(C)C)=[N+](C)C)C2N=CC=CC=2N=N1.C(N(C(C)C)CC)(C)C.[NH2:67][C@@H:68]([CH2:77][CH2:78][CH3:79])[C@H:69]([OH:76])[C:70]([NH:72][CH:73]1[CH2:75][CH2:74]1)=[O:71]. Product: [CH:73]1([NH:72][C:70](=[O:71])[C@@H:69]([OH:76])[C@@H:68]([NH:67][C:31]([C@@H:9]2[CH2:10][C@@H:11]([O:13][C:14]3[C:23]4[C:18](=[CH:19][C:20]([O:24][CH3:25])=[CH:21][CH:22]=4)[N:17]=[C:16]([N:26]4[CH:30]=[CH:29][CH:28]=[N:27]4)[CH:15]=3)[CH2:12][N:8]2[C:6]([O:5][C:1]([CH3:4])([CH3:3])[CH3:2])=[O:7])=[O:32])[CH2:77][CH2:78][CH3:79])[CH2:74][CH2:75]1. The catalyst class is: 306. (2) Reactant: [CH3:1][C:2]1[N:3]([CH2:29][C:30]([O:32]CC)=[O:31])[C:4]2[CH2:5][CH2:6][C:7]([CH3:28])([CH3:27])[CH2:8][C:9]=2[C:10]=1[S:11][C:12]1[CH:17]=[CH:16][C:15]([S:18]([N:21]2[CH2:26][CH2:25][O:24][CH2:23][CH2:22]2)(=[O:20])=[O:19])=[CH:14][CH:13]=1.O.[OH-].[Na+].Cl. Product: [CH3:1][C:2]1[N:3]([CH2:29][C:30]([OH:32])=[O:31])[C:4]2[CH2:5][CH2:6][C:7]([CH3:28])([CH3:27])[CH2:8][C:9]=2[C:10]=1[S:11][C:12]1[CH:13]=[CH:14][C:15]([S:18]([N:21]2[CH2:26][CH2:25][O:24][CH2:23][CH2:22]2)(=[O:20])=[O:19])=[CH:16][CH:17]=1. The catalyst class is: 1. (3) Reactant: C(N(CC)CC)C.[C:8]([O:11][CH2:12][C:13]([CH3:43])([CH3:42])[CH2:14][N:15]1[C:21]2[CH:22]=[CH:23][C:24]([Cl:26])=[CH:25][C:20]=2[C@@H:19]([C:27]2[CH:32]=[CH:31][CH:30]=[C:29]([O:33][CH3:34])[C:28]=2[O:35][CH3:36])[O:18][C@H:17]([CH2:37][C:38](O)=[O:39])[C:16]1=[O:41])(=[O:10])[CH3:9].ClC(OCC(C)C)=O.Cl.[NH2:53][C:54]1[CH:55]=[C:56]([CH2:62][CH2:63][CH2:64][CH2:65][C:66]([O:68][CH2:69][CH3:70])=[O:67])[CH:57]=[CH:58][C:59]=1[O:60][CH3:61].N1C=CC=CC=1.Cl. Product: [C:8]([O:11][CH2:12][C:13]([CH3:43])([CH3:42])[CH2:14][N:15]1[C:21]2[CH:22]=[CH:23][C:24]([Cl:26])=[CH:25][C:20]=2[C@@H:19]([C:27]2[CH:32]=[CH:31][CH:30]=[C:29]([O:33][CH3:34])[C:28]=2[O:35][CH3:36])[O:18][C@H:17]([CH2:37][C:38]([NH:53][C:54]2[CH:55]=[C:56]([CH2:62][CH2:63][CH2:64][CH2:65][C:66]([O:68][CH2:69][CH3:70])=[O:67])[CH:57]=[CH:58][C:59]=2[O:60][CH3:61])=[O:39])[C:16]1=[O:41])(=[O:10])[CH3:9]. The catalyst class is: 35. (4) Reactant: C([O:3][C:4](=[O:35])[C:5]1[CH:10]=[CH:9][C:8]([N:11]2[CH:16]=[C:15]([CH:17]([CH3:19])[CH3:18])[C@@:14]([C:21]3[CH:26]=[CH:25][C:24]([CH2:27][CH2:28][C:29]([CH3:32])([CH3:31])[CH3:30])=[C:23]([Cl:33])[CH:22]=3)([CH3:20])[NH:13][C:12]2=[O:34])=[CH:7][CH:6]=1)C.[OH-].[Na+]. Product: [Cl:33][C:23]1[CH:22]=[C:21]([C@@:14]2([CH3:20])[C:15]([CH:17]([CH3:19])[CH3:18])=[CH:16][N:11]([C:8]3[CH:7]=[CH:6][C:5]([C:4]([OH:35])=[O:3])=[CH:10][CH:9]=3)[C:12](=[O:34])[NH:13]2)[CH:26]=[CH:25][C:24]=1[CH2:27][CH2:28][C:29]([CH3:30])([CH3:32])[CH3:31]. The catalyst class is: 199. (5) Reactant: C1(C)C=CC=CC=1.C1COCC1.Cl.[OH:14][C@@:15]([C:43]1[CH:44]=[C:45]2[C:50](=[CH:51][CH:52]=1)[CH:49]=[C:48]([C:53]([NH:55][CH3:56])=[O:54])[CH:47]=[CH:46]2)([C:19]1[N:20]=[CH:21][N:22](C(C2C=CC=CC=2)(C2C=CC=CC=2)C2C=CC=CC=2)[CH:23]=1)[CH2:16][CH2:17][OH:18]. Product: [OH:14][C@@:15]([C:43]1[CH:44]=[C:45]2[C:50](=[CH:51][CH:52]=1)[CH:49]=[C:48]([C:53]([NH:55][CH3:56])=[O:54])[CH:47]=[CH:46]2)([C:19]1[N:20]=[CH:21][NH:22][CH:23]=1)[CH2:16][CH2:17][OH:18]. The catalyst class is: 72. (6) Reactant: [CH2:1]([O:3][C:4]([C:6]1[C:15](=[O:16])[C:14]2[C:9](=[CH:10][C:11]([F:18])=[C:12](I)[CH:13]=2)[N:8]([C@H:19]([C:24]([CH3:32])([CH3:31])[O:25][SiH2:26][C:27]([CH3:30])([CH3:29])[CH3:28])[C:20]([CH3:23])([CH3:22])[CH3:21])[CH:7]=1)=[O:5])[CH3:2].[C:33]([C:35]1[CH:40]=[CH:39][C:38]([F:41])=[CH:37][C:36]=1[F:42])#[CH:34]. Product: [CH2:1]([O:3][C:4]([C:6]1[C:15](=[O:16])[C:14]2[C:9](=[CH:10][C:11]([F:18])=[C:12]([C:34]#[C:33][C:35]3[CH:40]=[CH:39][C:38]([F:41])=[CH:37][C:36]=3[F:42])[CH:13]=2)[N:8]([C@H:19]([C:24]([CH3:32])([CH3:31])[O:25][SiH2:26][C:27]([CH3:30])([CH3:29])[CH3:28])[C:20]([CH3:23])([CH3:22])[CH3:21])[CH:7]=1)=[O:5])[CH3:2]. The catalyst class is: 337. (7) Reactant: [Br:1][C:2]1[CH:3]=[C:4]([C:16]([O:18][CH3:19])=[O:17])[C:5]2[C:6]([CH:14]=O)=[CH:7][N:8]([CH:11]([CH3:13])[CH3:12])[C:9]=2[CH:10]=1.C1(C)C=CC(S(=O)=O)=CC=1.S1(CCCC1)(=O)=O.C([BH3-])#N.[Na+]. Product: [Br:1][C:2]1[CH:3]=[C:4]([C:16]([O:18][CH3:19])=[O:17])[C:5]2[C:6]([CH3:14])=[CH:7][N:8]([CH:11]([CH3:12])[CH3:13])[C:9]=2[CH:10]=1. The catalyst class is: 18. (8) Reactant: [Br:1][C:2]1[CH:7]=[CH:6][C:5]([OH:8])=[C:4]([Cl:9])[CH:3]=1.[C:10]([O-])([O-])=O.[K+].[K+].[CH2:16](Br)[CH:17]=[CH2:18].O. Product: [Br:1][C:2]1[CH:7]=[CH:6][C:5]([O:8][CH2:16][C:17]([CH3:18])=[CH2:10])=[C:4]([Cl:9])[CH:3]=1. The catalyst class is: 10. (9) Reactant: [CH2:1]([O:8][C:9]1[CH:32]=[CH:31][C:12]([O:13][CH2:14][CH:15]([OH:30])[CH2:16][N:17]2[CH2:22][CH2:21][C:20]([C:24]3[CH:29]=[CH:28][CH:27]=[CH:26][CH:25]=3)([OH:23])[CH2:19][CH2:18]2)=[CH:11][CH:10]=1)C1C=CC=CC=1.C([O:40][C:41]1[CH:51]=[CH:50][C:44](OCC2CO2)=[CH:43][CH:42]=1)C1C=CC=CC=1.OC1(C2C=CC=CC=2)CC[NH:56]CC1.C([O-])([O-])=O.[K+].[K+]. Product: [O:40]1[C:41]2[CH:51]=[CH:50][CH:44]=[CH:43][C:42]=2[N:56]=[C:1]1[O:8][C:9]1[CH:10]=[CH:11][C:12]([O:13][CH2:14][CH:15]([OH:30])[CH2:16][N:17]2[CH2:18][CH2:19][C:20]([C:24]3[CH:25]=[CH:26][CH:27]=[CH:28][CH:29]=3)([OH:23])[CH2:21][CH2:22]2)=[CH:31][CH:32]=1. The catalyst class is: 23.